From a dataset of HIV replication inhibition screening data with 41,000+ compounds from the AIDS Antiviral Screen. Binary Classification. Given a drug SMILES string, predict its activity (active/inactive) in a high-throughput screening assay against a specified biological target. (1) The compound is CC(=O)Nc1ncc(Sc2ccccc2C(=O)O)s1. The result is 0 (inactive). (2) The drug is C=C1C2CC3C4N5CC6(C)CCCC47C(C2O)C3(CC5(O)C67)C1O. The result is 0 (inactive). (3) The compound is C[n+]1c(-c2ccc(C=NNC(=O)C(=O)NN=Cc3ccc(-c4cn5ccccc5[n+]4C)cc3)cc2)cn2ccccc21.Cc1ccc(S(=O)(O)=[OH+])cc1. The result is 0 (inactive). (4) The compound is CNC(=O)C1(C#N)C(c2ccccc2)C(C#N)(C(=O)NC)C1c1ccccc1. The result is 0 (inactive). (5) The compound is C=C(Br)N(CC)CC. The result is 0 (inactive). (6) The molecule is [Pd+2].[S-]c1ncccn1. The result is 0 (inactive). (7) The drug is Cc1oc(C)c2c1C(=O)N(C)C2=O. The result is 0 (inactive).